The task is: Predict the product of the given reaction.. This data is from Forward reaction prediction with 1.9M reactions from USPTO patents (1976-2016). (1) Given the reactants [CH:1]1([NH:5][S:6]([C:9]2[CH:14]=[CH:13][CH:12]=[CH:11][C:10]=2[N+:15]([O-])=O)(=[O:8])=[O:7])[CH2:4][CH2:3][CH2:2]1, predict the reaction product. The product is: [NH2:15][C:10]1[CH:11]=[CH:12][CH:13]=[CH:14][C:9]=1[S:6]([NH:5][CH:1]1[CH2:4][CH2:3][CH2:2]1)(=[O:8])=[O:7]. (2) Given the reactants [NH2:1][C:2]1[S:6][C:5]2[CH2:7][CH2:8][CH2:9][CH2:10][C:4]=2[C:3]=1[C:11]([C:13]1[CH:14]=[N:15][CH:16]=[CH:17][CH:18]=1)=O.[C:19]([O:26][CH3:27])(=[O:25])[CH2:20][CH2:21][C:22]([CH3:24])=O.Cl[Si](C)(C)C, predict the reaction product. The product is: [CH3:24][C:22]1[N:1]=[C:2]2[S:6][C:5]3[CH2:7][CH2:8][CH2:9][CH2:10][C:4]=3[C:3]2=[C:11]([C:13]2[CH:14]=[N:15][CH:16]=[CH:17][CH:18]=2)[C:21]=1[CH2:20][C:19]([O:26][CH3:27])=[O:25]. (3) Given the reactants [SH:1][C:2]1[CH:7]=[CH:6][C:5]([C:8]([OH:10])=[O:9])=[CH:4][CH:3]=1.Cl.Cl[CH2:13][C:14]1[CH:19]=[CH:18][CH:17]=[CH:16][N:15]=1.C(=O)([O-])[O-].[K+].[K+], predict the reaction product. The product is: [N:15]1[CH:16]=[CH:17][CH:18]=[CH:19][C:14]=1[CH2:13][S:1][C:2]1[CH:7]=[CH:6][C:5]([C:8]([OH:10])=[O:9])=[CH:4][CH:3]=1. (4) Given the reactants P([O-])([O-])([O-])=O.[Na+].[Na+].[Na+].[OH-].[Na+].[CH2:11]([O:13][C:14]([C@:16]1([NH:21][C:22]([O:24][C:25]([CH3:28])([CH3:27])[CH3:26])=[O:23])[CH2:18][C@@H:17]1[CH:19]=[CH2:20])=[O:15])[CH3:12], predict the reaction product. The product is: [CH2:11]([O:13][C:14]([C@@:16]1([NH:21][C:22]([O:24][C:25]([CH3:26])([CH3:28])[CH3:27])=[O:23])[CH2:18][C@H:17]1[CH:19]=[CH2:20])=[O:15])[CH3:12]. (5) Given the reactants [CH:1]1[C:9]2[N:8]3[C:10]([C@@H:13]4[C@H:17]([CH3:18])[CH2:16][C:15](=O)[CH2:14]4)=[CH:11][N:12]=[C:7]3[CH:6]=[N:5][C:4]=2[NH:3][CH:2]=1.[NH:20]1[CH2:25][CH2:24][CH:23]([C:26]#[N:27])[CH2:22][CH2:21]1.C(O)(=O)C.C(O[BH-](OC(=O)C)OC(=O)C)(=O)C.[Na+], predict the reaction product. The product is: [CH:1]1[C:9]2[N:8]3[C:10]([C@@H:13]4[C@H:17]([CH3:18])[CH2:16][C@H:15]([N:20]5[CH2:25][CH2:24][CH:23]([C:26]#[N:27])[CH2:22][CH2:21]5)[CH2:14]4)=[CH:11][N:12]=[C:7]3[CH:6]=[N:5][C:4]=2[NH:3][CH:2]=1. (6) Given the reactants [K+].[F:2][C:3]([F:21])([S:17]([O-:20])(=[O:19])=[O:18])[C:4]([F:16])([F:15])[C:5]([F:14])([F:13])[C:6]([F:12])([F:11])[S:7]([O-:10])(=[O:9])=[O:8].[K+].[O-]S(C(F)(F)F)(=O)=O.[C:31]([C:35]1[CH:40]=[CH:39][C:38]([S+:41]([C:52]2[CH:57]=[CH:56][C:55]([C:58]([CH3:61])([CH3:60])[CH3:59])=[CH:54][CH:53]=2)[C:42]2[CH:47]=[CH:46][C:45]([C:48]([CH3:51])([CH3:50])[CH3:49])=[CH:44][CH:43]=2)=[CH:37][CH:36]=1)([CH3:34])([CH3:33])[CH3:32], predict the reaction product. The product is: [F:12][C:6]([F:11])([S:7]([O-:10])(=[O:9])=[O:8])[C:5]([F:14])([F:13])[C:4]([F:15])([F:16])[C:3]([F:2])([F:21])[S:17]([O-:20])(=[O:18])=[O:19].[C:31]([C:35]1[CH:40]=[CH:39][C:38]([S+:41]([C:42]2[CH:47]=[CH:46][C:45]([C:48]([CH3:51])([CH3:50])[CH3:49])=[CH:44][CH:43]=2)[C:52]2[CH:57]=[CH:56][C:55]([C:58]([CH3:60])([CH3:61])[CH3:59])=[CH:54][CH:53]=2)=[CH:37][CH:36]=1)([CH3:32])([CH3:33])[CH3:34].[C:31]([C:35]1[CH:40]=[CH:39][C:38]([S+:41]([C:42]2[CH:47]=[CH:46][C:45]([C:48]([CH3:51])([CH3:50])[CH3:49])=[CH:44][CH:43]=2)[C:52]2[CH:57]=[CH:56][C:55]([C:58]([CH3:60])([CH3:61])[CH3:59])=[CH:54][CH:53]=2)=[CH:37][CH:36]=1)([CH3:32])([CH3:33])[CH3:34].